From a dataset of NCI-60 drug combinations with 297,098 pairs across 59 cell lines. Regression. Given two drug SMILES strings and cell line genomic features, predict the synergy score measuring deviation from expected non-interaction effect. (1) Drug 1: CC1C(C(CC(O1)OC2CC(CC3=C2C(=C4C(=C3O)C(=O)C5=C(C4=O)C(=CC=C5)OC)O)(C(=O)CO)O)N)O.Cl. Drug 2: CN(C)N=NC1=C(NC=N1)C(=O)N. Cell line: HL-60(TB). Synergy scores: CSS=43.7, Synergy_ZIP=11.7, Synergy_Bliss=12.0, Synergy_Loewe=8.15, Synergy_HSA=9.87. (2) Drug 1: CNC(=O)C1=CC=CC=C1SC2=CC3=C(C=C2)C(=NN3)C=CC4=CC=CC=N4. Drug 2: CC1=C2C(C(=O)C3(C(CC4C(C3C(C(C2(C)C)(CC1OC(=O)C(C(C5=CC=CC=C5)NC(=O)C6=CC=CC=C6)O)O)OC(=O)C7=CC=CC=C7)(CO4)OC(=O)C)O)C)OC(=O)C. Cell line: SK-MEL-5. Synergy scores: CSS=34.0, Synergy_ZIP=12.8, Synergy_Bliss=11.4, Synergy_Loewe=-33.6, Synergy_HSA=6.46. (3) Drug 1: CNC(=O)C1=CC=CC=C1SC2=CC3=C(C=C2)C(=NN3)C=CC4=CC=CC=N4. Drug 2: CC1=C(N=C(N=C1N)C(CC(=O)N)NCC(C(=O)N)N)C(=O)NC(C(C2=CN=CN2)OC3C(C(C(C(O3)CO)O)O)OC4C(C(C(C(O4)CO)O)OC(=O)N)O)C(=O)NC(C)C(C(C)C(=O)NC(C(C)O)C(=O)NCCC5=NC(=CS5)C6=NC(=CS6)C(=O)NCCC[S+](C)C)O. Cell line: SF-539. Synergy scores: CSS=6.01, Synergy_ZIP=-9.75, Synergy_Bliss=-15.2, Synergy_Loewe=-11.9, Synergy_HSA=-10.8. (4) Drug 1: C1CN1P(=S)(N2CC2)N3CC3. Drug 2: CN(C(=O)NC(C=O)C(C(C(CO)O)O)O)N=O. Cell line: IGROV1. Synergy scores: CSS=4.36, Synergy_ZIP=-2.48, Synergy_Bliss=1.01, Synergy_Loewe=-7.40, Synergy_HSA=-0.134. (5) Drug 1: C1=NC2=C(N=C(N=C2N1C3C(C(C(O3)CO)O)O)F)N. Drug 2: CN(CCCl)CCCl.Cl. Cell line: EKVX. Synergy scores: CSS=0.574, Synergy_ZIP=3.08, Synergy_Bliss=3.93, Synergy_Loewe=-5.64, Synergy_HSA=-2.24. (6) Drug 1: C1=CC=C(C=C1)NC(=O)CCCCCCC(=O)NO. Drug 2: C1C(C(OC1N2C=NC(=NC2=O)N)CO)O. Cell line: CCRF-CEM. Synergy scores: CSS=35.9, Synergy_ZIP=1.14, Synergy_Bliss=0.385, Synergy_Loewe=-0.993, Synergy_HSA=0.0417. (7) Drug 1: C1=CC(=CC=C1CC(C(=O)O)N)N(CCCl)CCCl.Cl. Drug 2: CC(C1=C(C=CC(=C1Cl)F)Cl)OC2=C(N=CC(=C2)C3=CN(N=C3)C4CCNCC4)N. Cell line: HS 578T. Synergy scores: CSS=1.71, Synergy_ZIP=1.98, Synergy_Bliss=1.26, Synergy_Loewe=-5.53, Synergy_HSA=-4.52.